From a dataset of Full USPTO retrosynthesis dataset with 1.9M reactions from patents (1976-2016). Predict the reactants needed to synthesize the given product. Given the product [CH3:3][CH:2]([CH2:4][C@H:5]([NH:20][C:21]([C@@H:23]([NH:28][CH:29]=[O:30])[CH2:24][CH2:25][S:26][CH3:27])=[O:22])[C:6]([NH:8][C@H:9]([C:17]([OH:19])=[O:18])[CH2:10][C:11]1[CH:12]=[CH:13][CH:14]=[CH:15][CH:16]=1)=[O:7])[CH3:1].[NH2:31][CH2:32][CH2:33][C:34]([OH:36])=[O:35], predict the reactants needed to synthesize it. The reactants are: [CH3:1][CH:2]([CH2:4][C@H:5]([NH:20][C:21]([C@@H:23]([NH:28][CH:29]=[O:30])[CH2:24][CH2:25][S:26][CH3:27])=[O:22])[C:6]([NH:8][C@H:9]([C:17]([OH:19])=[O:18])[CH2:10][C:11]1[CH:16]=[CH:15][CH:14]=[CH:13][CH:12]=1)=[O:7])[CH3:3].[NH2:31][CH2:32][CH2:33][C:34]([O:36]C)=[O:35].O.[OH-].[Li+].